Regression. Given two drug SMILES strings and cell line genomic features, predict the synergy score measuring deviation from expected non-interaction effect. From a dataset of NCI-60 drug combinations with 297,098 pairs across 59 cell lines. (1) Drug 1: CC1C(C(CC(O1)OC2CC(CC3=C2C(=C4C(=C3O)C(=O)C5=C(C4=O)C(=CC=C5)OC)O)(C(=O)C)O)N)O.Cl. Drug 2: CN(CC1=CN=C2C(=N1)C(=NC(=N2)N)N)C3=CC=C(C=C3)C(=O)NC(CCC(=O)O)C(=O)O. Cell line: NCIH23. Synergy scores: CSS=40.6, Synergy_ZIP=-2.96, Synergy_Bliss=0.0111, Synergy_Loewe=-3.88, Synergy_HSA=1.96. (2) Drug 1: CN(C)N=NC1=C(NC=N1)C(=O)N. Drug 2: C1=C(C(=O)NC(=O)N1)N(CCCl)CCCl. Cell line: A498. Synergy scores: CSS=23.2, Synergy_ZIP=-6.65, Synergy_Bliss=3.12, Synergy_Loewe=-4.56, Synergy_HSA=2.77. (3) Drug 1: C(CCl)NC(=O)N(CCCl)N=O. Drug 2: CC12CCC3C(C1CCC2OP(=O)(O)O)CCC4=C3C=CC(=C4)OC(=O)N(CCCl)CCCl.[Na+]. Cell line: SF-539. Synergy scores: CSS=8.39, Synergy_ZIP=-1.71, Synergy_Bliss=-3.62, Synergy_Loewe=-37.9, Synergy_HSA=-24.0. (4) Drug 1: CC1=C(C=C(C=C1)NC(=O)C2=CC=C(C=C2)CN3CCN(CC3)C)NC4=NC=CC(=N4)C5=CN=CC=C5. Drug 2: C1CCC(C(C1)N)N.C(=O)(C(=O)[O-])[O-].[Pt+4]. Cell line: T-47D. Synergy scores: CSS=17.3, Synergy_ZIP=-7.15, Synergy_Bliss=2.10, Synergy_Loewe=-11.2, Synergy_HSA=2.31. (5) Drug 1: CCC1(CC2CC(C3=C(CCN(C2)C1)C4=CC=CC=C4N3)(C5=C(C=C6C(=C5)C78CCN9C7C(C=CC9)(C(C(C8N6C)(C(=O)OC)O)OC(=O)C)CC)OC)C(=O)OC)O.OS(=O)(=O)O. Drug 2: CC1=C(C(=O)C2=C(C1=O)N3CC4C(C3(C2COC(=O)N)OC)N4)N. Cell line: MDA-MB-231. Synergy scores: CSS=12.2, Synergy_ZIP=-3.77, Synergy_Bliss=-3.56, Synergy_Loewe=-0.292, Synergy_HSA=0.0456. (6) Drug 1: COC1=C(C=C2C(=C1)N=CN=C2NC3=CC(=C(C=C3)F)Cl)OCCCN4CCOCC4. Drug 2: CCCCCOC(=O)NC1=NC(=O)N(C=C1F)C2C(C(C(O2)C)O)O. Cell line: SK-MEL-28. Synergy scores: CSS=8.17, Synergy_ZIP=-1.27, Synergy_Bliss=-0.792, Synergy_Loewe=-12.5, Synergy_HSA=-1.41. (7) Drug 1: C1=CC(=CC=C1CCCC(=O)O)N(CCCl)CCCl. Drug 2: CN1C2=C(C=C(C=C2)N(CCCl)CCCl)N=C1CCCC(=O)O.Cl. Cell line: SN12C. Synergy scores: CSS=10.9, Synergy_ZIP=-9.84, Synergy_Bliss=-5.54, Synergy_Loewe=-19.6, Synergy_HSA=-6.33. (8) Drug 1: CC=C1C(=O)NC(C(=O)OC2CC(=O)NC(C(=O)NC(CSSCCC=C2)C(=O)N1)C(C)C)C(C)C. Drug 2: C1CN(P(=O)(OC1)NCCCl)CCCl. Cell line: OVCAR-5. Synergy scores: CSS=69.9, Synergy_ZIP=-1.75, Synergy_Bliss=-3.70, Synergy_Loewe=-59.0, Synergy_HSA=-2.18.